Dataset: hERG potassium channel inhibition data for cardiac toxicity prediction from Karim et al.. Task: Regression/Classification. Given a drug SMILES string, predict its toxicity properties. Task type varies by dataset: regression for continuous values (e.g., LD50, hERG inhibition percentage) or binary classification for toxic/non-toxic outcomes (e.g., AMES mutagenicity, cardiotoxicity, hepatotoxicity). Dataset: herg_karim. (1) The drug is O=C(CCc1ccccc1)N1CCC(CNc2ncccn2)CC1. The result is 0 (non-blocker). (2) The compound is C1CCC2(C1)C1CN(CC3CC3)CC2CN(CC2CC2)C1. The result is 1 (blocker). (3) The compound is COCC(=O)O[C@@]1(CCN(C)CCCc2nc3ccccc3[nH]2)CCc2cc(F)ccc2[C@H]1C(C)C. The result is 1 (blocker). (4) The molecule is CN1C(=O)C=CC2(C)C3CCC4(C)C(O)C(=Cc5ccccc5)CC4C3CCC12. The result is 1 (blocker). (5) The molecule is CN(C)CCC1=C(Cc2cccnn2)c2ccc(F)cc2C1. The result is 1 (blocker). (6) The molecule is CN1CC2CC1CN2c1ccc(-c2ccc3sccc3c2)cn1. The result is 1 (blocker). (7) The molecule is O[C@@H](c1cc(C(F)(F)F)nc2c(C(F)(F)F)cccc12)[C@H]1CCCC[NH2+]1. The result is 1 (blocker). (8) The result is 1 (blocker). The molecule is CNCc1ccc(C(F)(F)F)cc1Oc1ccc(Cl)cc1. (9) The molecule is O=C(Nc1ccc(C(F)(F)F)cc1)N1CCN(C[C@@H]2CCCN(C3CC3)C2)CC1. The result is 1 (blocker).